Task: Predict the reaction yield, written as a fraction of the theoretical maximum amount of product (1.0 means a 100% yield; for example, 0.34 means a 34% yield).. Dataset: Reaction yield outcomes from USPTO patents with 853,638 reactions (1) The reactants are Br[C:2]1[CH:45]=[CH:44][CH:43]=[CH:42][C:3]=1[CH2:4][C:5]1[S:9][C:8]([C:10]2[CH:41]=[C:13]3[N:14]=[C:15]([CH3:40])[C:16]([C@H:29]([O:35][C:36]([CH3:39])([CH3:38])[CH3:37])[C:30]([O:32][CH2:33][CH3:34])=[O:31])=[C:17]([N:18]4[CH2:23][CH2:22][C:21](/[CH:25]=[CH:26]/[CH:27]=[CH2:28])([CH3:24])[CH2:20][CH2:19]4)[N:12]3[N:11]=2)=[N:7][CH:6]=1.[CH2:46]([B-](F)(F)F)[CH2:47][CH:48]=[CH2:49].C([O-])([O-])=O.[Cs+].[Cs+].C1(P(C2CCCCC2)C2C=CC=CC=2C2C(OC(C)C)=CC=CC=2OC(C)C)CCCCC1. The catalyst is C1(C)C=CC=CC=1.O.C(OCC)(=O)C.CC([O-])=O.CC([O-])=O.[Pd+2].CCOC(C)=O.CCCCCC. The product is [CH2:49]([C:2]1[CH:45]=[CH:44][CH:43]=[CH:42][C:3]=1[CH2:4][C:5]1[S:9][C:8]([C:10]2[CH:41]=[C:13]3[N:14]=[C:15]([CH3:40])[C:16]([C@H:29]([O:35][C:36]([CH3:39])([CH3:38])[CH3:37])[C:30]([O:32][CH2:33][CH3:34])=[O:31])=[C:17]([N:18]4[CH2:23][CH2:22][C:21](/[CH:25]=[CH:26]/[CH:27]=[CH2:28])([CH3:24])[CH2:20][CH2:19]4)[N:12]3[N:11]=2)=[N:7][CH:6]=1)[CH2:48][CH:47]=[CH2:46]. The yield is 0.549. (2) The reactants are [O:1]1[CH2:6][CH2:5][CH:4]([OH:7])[CH2:3][CH2:2]1.[H-].[Na+].[F:10][C:11]1[CH:12]=[C:13]([CH:16]=[C:17]([F:19])[CH:18]=1)[CH2:14]Br. The catalyst is CN(C=O)C. The product is [F:10][C:11]1[CH:12]=[C:13]([CH:16]=[C:17]([F:19])[CH:18]=1)[CH2:14][O:7][CH:4]1[CH2:5][CH2:6][O:1][CH2:2][CH2:3]1. The yield is 0.490.